From a dataset of Reaction yield outcomes from USPTO patents with 853,638 reactions. Predict the reaction yield, written as a fraction of the theoretical maximum amount of product (1.0 means a 100% yield; for example, 0.34 means a 34% yield). The reactants are [C:1]([C:5]1[CH:10]=[CH:9][C:8]([C:11]2[S:12][CH:13]=[C:14]([CH:20]([OH:22])[CH3:21])[C:15]=2[O:16][CH2:17][O:18][CH3:19])=[CH:7][CH:6]=1)([CH3:4])([CH3:3])[CH3:2].[Cr](Cl)([O-])(=O)=O.[NH+]1C=CC=CC=1. The catalyst is ClCCl. The product is [C:1]([C:5]1[CH:6]=[CH:7][C:8]([C:11]2[S:12][CH:13]=[C:14]([C:20]([CH3:21])=[O:22])[C:15]=2[O:16][CH2:17][O:18][CH3:19])=[CH:9][CH:10]=1)([CH3:4])([CH3:2])[CH3:3]. The yield is 0.830.